This data is from Retrosynthesis with 50K atom-mapped reactions and 10 reaction types from USPTO. The task is: Predict the reactants needed to synthesize the given product. (1) Given the product CCc1ccc(-c2cc(C(=O)N3C[C@H](CC(C)C)NC(=O)[C@@H]3CC(C)C)no2)cc1, predict the reactants needed to synthesize it. The reactants are: CC(C)C[C@H]1CN[C@@H](CC(C)C)C(=O)N1.CCc1ccc(-c2cc(C(=O)O)no2)cc1. (2) Given the product C[Si](C)(C)CCOCn1cc(C2=CCC3(CC2)OCCO3)cn1, predict the reactants needed to synthesize it. The reactants are: CC1(C)OB(C2=CCC3(CC2)OCCO3)OC1(C)C.C[Si](C)(C)CCOCn1cc(I)cn1. (3) The reactants are: N=C(N)c1ccncc1.O=C(CBr)c1nn(C2CCCCO2)c2ccc(Br)cc12. Given the product Brc1ccc2c(c1)c(-c1cnc(-c3ccncc3)[nH]1)nn2C1CCCCO1, predict the reactants needed to synthesize it. (4) Given the product CCSc1cc(-c2cn(C)nc2-c2ccccc2F)ccc1N, predict the reactants needed to synthesize it. The reactants are: CCSc1cc(-c2cn(C)nc2-c2ccccc2F)ccc1[N+](=O)[O-]. (5) Given the product O=C(COc1ccccc1)NC1C(=O)N2C(C(=O)OCc3ccccc3)N(S(=O)(=O)C(F)(F)F)CS(=O)C12, predict the reactants needed to synthesize it. The reactants are: O=C(COc1ccccc1)NC1C(=O)N2C1SCN(S(=O)(=O)C(F)(F)F)C2C(=O)OCc1ccccc1.O=C(OO)c1cccc(Cl)c1. (6) Given the product CC(C)C1CCC(N2CC(NC(=O)CNc3n[nH]c4ccc(C(F)(F)F)cc34)C2)CC1, predict the reactants needed to synthesize it. The reactants are: CC(C)C1CCC(=O)CC1.O=C(CNc1n[nH]c2ccc(C(F)(F)F)cc12)NC1CNC1. (7) Given the product COc1ccc(CC(C)NCC(O)c2ccccc2O)c(OC)c1OC, predict the reactants needed to synthesize it. The reactants are: COc1ccc(CC(C)NCC(O)c2ccccc2OCc2ccccc2)c(OC)c1OC. (8) Given the product CCCCCCCCC(C)C(N)=O, predict the reactants needed to synthesize it. The reactants are: CCCCCCCCC(C)C(=O)Cl.[NH4+].